Dataset: Full USPTO retrosynthesis dataset with 1.9M reactions from patents (1976-2016). Task: Predict the reactants needed to synthesize the given product. (1) Given the product [F:20][CH:21]([F:32])[O:22][C:23]1[CH:30]=[CH:29][C:26]([CH:27]([C:9]2([C:4]3[CH:5]=[C:6]([F:8])[CH:7]=[C:2]([F:1])[CH:3]=3)[S:10][CH2:11][CH2:12][CH2:13][S:14]2)[OH:28])=[CH:25][C:24]=1[CH3:31], predict the reactants needed to synthesize it. The reactants are: [F:1][C:2]1[CH:3]=[C:4]([CH:9]2[S:14][CH2:13][CH2:12][CH2:11][S:10]2)[CH:5]=[C:6]([F:8])[CH:7]=1.[Li]CCCC.[F:20][CH:21]([F:32])[O:22][C:23]1[CH:30]=[CH:29][C:26]([CH:27]=[O:28])=[CH:25][C:24]=1[CH3:31]. (2) Given the product [OH:9][CH2:8][C:6]1[CH:7]=[C:2]([CH:3]=[C:4]([CH2:10][OH:11])[CH:5]=1)[O:1][CH2:13][CH2:14][CH2:15][CH2:16][N:17]1[C:25](=[O:26])[C:24]2[C:19](=[CH:20][CH:21]=[CH:22][CH:23]=2)[C:18]1=[O:27], predict the reactants needed to synthesize it. The reactants are: [OH:1][C:2]1[CH:3]=[C:4]([CH2:10][OH:11])[CH:5]=[C:6]([CH2:8][OH:9])[CH:7]=1.Br[CH2:13][CH2:14][CH2:15][CH2:16][N:17]1[C:25](=[O:26])[C:24]2[C:19](=[CH:20][CH:21]=[CH:22][CH:23]=2)[C:18]1=[O:27].C(=O)([O-])[O-].[K+].[K+].